This data is from Forward reaction prediction with 1.9M reactions from USPTO patents (1976-2016). The task is: Predict the product of the given reaction. (1) The product is: [CH2:13]([O:20][C:21]1[CH:26]=[CH:25][C:24]([C:27]2[CH:32]=[C:31]([O:10][CH2:9][CH2:8][CH2:7][N:1]3[CH2:6][CH2:5][O:4][CH2:3][CH2:2]3)[N:30]=[N:29][C:28]=2[CH2:34][CH2:35][CH2:36][CH3:37])=[CH:23][CH:22]=1)[C:14]1[CH:15]=[CH:16][CH:17]=[CH:18][CH:19]=1. Given the reactants [N:1]1([CH2:7][CH2:8][CH2:9][OH:10])[CH2:6][CH2:5][O:4][CH2:3][CH2:2]1.[H-].[Na+].[CH2:13]([O:20][C:21]1[CH:26]=[CH:25][C:24]([C:27]2[CH:32]=[C:31](Cl)[N:30]=[N:29][C:28]=2[CH2:34][CH2:35][CH2:36][CH3:37])=[CH:23][CH:22]=1)[C:14]1[CH:19]=[CH:18][CH:17]=[CH:16][CH:15]=1, predict the reaction product. (2) Given the reactants [C:1]([C:3]1[N:8]=[CH:7][C:6]([S:9][C:10]2[CH:11]=[C:12]([C:28]([NH:30][CH3:31])=[O:29])[C:13](=[O:27])[N:14]([C:17]3[CH:22]=[CH:21][CH:20]=[C:19]([C:23]([F:26])([F:25])[F:24])[CH:18]=3)[C:15]=2[CH3:16])=[CH:5][CH:4]=1)#[N:2].[OH:32]O, predict the reaction product. The product is: [C:1]([C:3]1[N:8]=[CH:7][C:6]([S:9]([C:10]2[CH:11]=[C:12]([C:28]([NH:30][CH3:31])=[O:29])[C:13](=[O:27])[N:14]([C:17]3[CH:22]=[CH:21][CH:20]=[C:19]([C:23]([F:26])([F:25])[F:24])[CH:18]=3)[C:15]=2[CH3:16])=[O:32])=[CH:5][CH:4]=1)#[N:2]. (3) Given the reactants C(OC(=O)[NH:7][CH2:8][C:9](=[O:16])[C:10]1[CH:15]=[CH:14][N:13]=[CH:12][CH:11]=1)(C)(C)C.[ClH:18], predict the reaction product. The product is: [ClH:18].[ClH:18].[NH2:7][CH2:8][C:9]([C:10]1[CH:15]=[CH:14][N:13]=[CH:12][CH:11]=1)=[O:16]. (4) Given the reactants [CH3:1][O:2][C:3]1[CH:4]=[C:5]([CH2:10][C:11]([OH:13])=[O:12])[CH:6]=[CH:7][C:8]=1[CH3:9].[Br:14]Br.O, predict the reaction product. The product is: [Br:14][C:6]1[CH:7]=[C:8]([CH3:9])[C:3]([O:2][CH3:1])=[CH:4][C:5]=1[CH2:10][C:11]([OH:13])=[O:12]. (5) Given the reactants [CH3:1][N:2]([CH3:19])[C:3]1[CH:8]=[CH:7][C:6]([N:9]2[C:14](=[O:15])[CH:13]=[CH:12][C:11]([C:16]([OH:18])=O)=[CH:10]2)=[CH:5][CH:4]=1.Cl.Cl.[NH2:22][CH:23]1[CH:28]2[CH2:29][CH2:30][N:25]([CH2:26][CH2:27]2)[CH2:24]1.C(CC(CC)([NH-])C)C.CN(C(ON1N=NC2C=CC=NC1=2)=[N+](C)C)C.F[P-](F)(F)(F)(F)F, predict the reaction product. The product is: [N:25]12[CH2:30][CH2:29][CH:28]([CH2:27][CH2:26]1)[CH:23]([NH:22][C:16]([C:11]1[CH:12]=[CH:13][C:14](=[O:15])[N:9]([C:6]3[CH:5]=[CH:4][C:3]([N:2]([CH3:1])[CH3:19])=[CH:8][CH:7]=3)[CH:10]=1)=[O:18])[CH2:24]2. (6) Given the reactants Cl[C:2]1[N:7]=[C:6]([CH3:8])[N:5]=[C:4]([NH2:9])[CH:3]=1.[CH3:10][C:11]1(C)C(C)(C)OB(C=C)O1.C(=O)([O-])[O-].[Na+].[Na+], predict the reaction product. The product is: [CH3:8][C:6]1[N:5]=[C:4]([NH2:9])[CH:3]=[C:2]([CH:10]=[CH2:11])[N:7]=1.